This data is from Reaction yield outcomes from USPTO patents with 853,638 reactions. The task is: Predict the reaction yield, written as a fraction of the theoretical maximum amount of product (1.0 means a 100% yield; for example, 0.34 means a 34% yield). (1) The reactants are [Br:1][CH2:2][CH2:3][CH2:4][CH2:5][CH2:6][C:7]([OH:9])=[O:8].[C:10]1([P:16]([C:23]2[CH:28]=[CH:27][CH:26]=[CH:25][CH:24]=2)[C:17]2[CH:22]=[CH:21][CH:20]=[CH:19][CH:18]=2)[CH:15]=[CH:14][CH:13]=[CH:12][CH:11]=1. The catalyst is C(#N)C. The product is [Br-:1].[C:7]([CH2:6][CH2:5][CH2:4][CH2:3][CH2:2][P+:16]([C:17]1[CH:18]=[CH:19][CH:20]=[CH:21][CH:22]=1)([C:23]1[CH:28]=[CH:27][CH:26]=[CH:25][CH:24]=1)[C:10]1[CH:11]=[CH:12][CH:13]=[CH:14][CH:15]=1)([OH:9])=[O:8]. The yield is 0.980. (2) The yield is 0.284. No catalyst specified. The reactants are [CH2:1]([S:3]([N:6]1[CH2:11][CH2:10][CH:9]([C:12]2[C:20]3[C:15](=[C:16]([C:35]([NH2:37])=[O:36])[CH:17]=[C:18]([C:21]4[CH:25]=[C:24]([CH2:26][N:27]5[CH2:31][CH2:30][CH2:29][CH:28]5[CH2:32][CH2:33]C)[S:23][CH:22]=4)[CH:19]=3)[NH:14][CH:13]=2)[CH2:8][CH2:7]1)(=[O:5])=[O:4])[CH3:2].C(C1CCCN1)CC. The product is [CH2:32]([CH:28]1[CH2:29][CH2:30][CH2:31][N:27]1[CH2:26][C:24]1[S:23][CH:22]=[C:21]([C:18]2[CH:19]=[C:20]3[C:15](=[C:16]([C:35]([NH2:37])=[O:36])[CH:17]=2)[NH:14][CH:13]=[C:12]3[CH:9]2[CH2:10][CH2:11][N:6]([S:3]([CH2:1][CH3:2])(=[O:5])=[O:4])[CH2:7][CH2:8]2)[CH:25]=1)[CH3:33]. (3) The reactants are [OH:1][C:2]([C:4]([F:15])([F:14])[CH:5]([O:8][C:9](=[O:13])[C:10]([CH3:12])=[CH2:11])[CH2:6][CH3:7])=O.CN(C)C=O.S1C=CC=C1[Cl:26]. No catalyst specified. The product is [Cl:26][C:2]([C:4]([F:15])([F:14])[CH:5]([O:8][C:9](=[O:13])[C:10]([CH3:12])=[CH2:11])[CH2:6][CH3:7])=[O:1]. The yield is 0.920. (4) The reactants are [CH3:1][N:2]1[C:6]([CH3:7])=[CH:5][C:4]([NH2:8])=[N:3]1.Br[C:10]1[C:11](=[O:18])[N:12]([CH3:17])[N:13]=[C:14]([Cl:16])[CH:15]=1.C1(P(C2C=CC=CC=2)C2C3OC4C(=CC=CC=4P(C4C=CC=CC=4)C4C=CC=CC=4)C(C)(C)C=3C=CC=2)C=CC=CC=1.C(=O)([O-])[O-].[Cs+].[Cs+]. The catalyst is O1CCOCC1.C1C=CC(/C=C/C(/C=C/C2C=CC=CC=2)=O)=CC=1.C1C=CC(/C=C/C(/C=C/C2C=CC=CC=2)=O)=CC=1.C1C=CC(/C=C/C(/C=C/C2C=CC=CC=2)=O)=CC=1.[Pd].[Pd]. The product is [Cl:16][C:14]1[CH:15]=[C:10]([NH:8][C:4]2[CH:5]=[C:6]([CH3:7])[N:2]([CH3:1])[N:3]=2)[C:11](=[O:18])[N:12]([CH3:17])[N:13]=1. The yield is 0.450. (5) The reactants are [CH2:1]([O:3][C:4](=[O:33])[CH2:5][NH:6][CH2:7][C:8]1[CH:13]=[CH:12][CH:11]=[C:10]([O:14][CH2:15][CH2:16][C:17]2[N:18]=[C:19]([C:23]3[CH:28]=[CH:27][C:26]([C:29]([F:32])([F:31])[F:30])=[CH:25][CH:24]=3)[O:20][C:21]=2[CH3:22])[CH:9]=1)[CH3:2].[CH:34]([N:37]([S:39](Cl)(=[O:41])=[O:40])[CH3:38])([CH3:36])[CH3:35].C(N(CC)CC)C. No catalyst specified. The product is [CH2:1]([O:3][C:4](=[O:33])[CH2:5][N:6]([S:39]([N:37]([CH:34]([CH3:36])[CH3:35])[CH3:38])(=[O:41])=[O:40])[CH2:7][C:8]1[CH:13]=[CH:12][CH:11]=[C:10]([O:14][CH2:15][CH2:16][C:17]2[N:18]=[C:19]([C:23]3[CH:28]=[CH:27][C:26]([C:29]([F:30])([F:32])[F:31])=[CH:25][CH:24]=3)[O:20][C:21]=2[CH3:22])[CH:9]=1)[CH3:2]. The yield is 0.860.